Dataset: Forward reaction prediction with 1.9M reactions from USPTO patents (1976-2016). Task: Predict the product of the given reaction. Given the reactants [C:1]([C:3]1[C:11]2[C:6](=[CH:7][C:8]([OH:12])=[CH:9][CH:10]=2)[N:5]([CH:13]2[CH2:16][CH2:15][CH2:14]2)[C:4]=1[C:17]1[CH:22]=[CH:21][C:20]([NH:23][C:24]([NH:26][S:27]([CH:30]([CH3:32])[CH3:31])(=[O:29])=[O:28])=[O:25])=[CH:19][CH:18]=1)#[N:2].C([O-])([O-])=O.[Cs+].[Cs+].Cl[C:40]1[N:45]=[CH:44][CH:43]=[CH:42][N:41]=1.O, predict the reaction product. The product is: [C:1]([C:3]1[C:11]2[C:6](=[CH:7][C:8]([O:12][C:40]3[N:45]=[CH:44][CH:43]=[CH:42][N:41]=3)=[CH:9][CH:10]=2)[N:5]([CH:13]2[CH2:14][CH2:15][CH2:16]2)[C:4]=1[C:17]1[CH:22]=[CH:21][C:20]([NH:23][C:24]([NH:26][S:27]([CH:30]([CH3:32])[CH3:31])(=[O:29])=[O:28])=[O:25])=[CH:19][CH:18]=1)#[N:2].